This data is from Full USPTO retrosynthesis dataset with 1.9M reactions from patents (1976-2016). The task is: Predict the reactants needed to synthesize the given product. (1) Given the product [CH3:12][C:9]1[CH:10]=[C:11]2[C:6](=[CH:7][CH:8]=1)[N:5]=[C:4]([N:13]1[CH2:19][C:18]3[CH:20]=[CH:21][CH:22]=[CH:23][C:17]=3[S:16](=[O:24])[CH2:15][CH2:14]1)[CH:3]=[C:2]2[N:29]1[CH2:30][C@@H:26]([OH:25])[C@H:27]([C:74]([O:70][C:68]([CH3:71])([CH3:69])[CH3:67])=[O:73])[CH2:28]1, predict the reactants needed to synthesize it. The reactants are: Cl[C:2]1[C:11]2[C:6](=[CH:7][CH:8]=[C:9]([CH3:12])[CH:10]=2)[N:5]=[C:4]([N:13]2[CH2:19][C:18]3[CH:20]=[CH:21][CH:22]=[CH:23][C:17]=3[S:16](=[O:24])[CH2:15][CH2:14]2)[CH:3]=1.[OH:25][C@@H:26]1[CH2:30][NH:29][CH2:28][C@H:27]1NC(=O)OC(C)(C)C.C1(P(C2CCCCC2)C2(N(C)C)CC=CC=C2C2C=CC=CC=2)CCCCC1.[CH3:67][C:68]([CH3:71])([O-:70])[CH3:69].[Na+].[O:73]1CCOC[CH2:74]1. (2) The reactants are: Br[C:2]1[S:6][C:5]([CH2:7][CH:8]([NH:10][C:11]([C:13]2[C:14]([CH:19]([F:21])[F:20])=[N:15][N:16]([CH3:18])[CH:17]=2)=[O:12])[CH3:9])=[C:4]([Cl:22])[CH:3]=1.[F:23][C:24]1[CH:29]=[CH:28][C:27](B(O)O)=[CH:26][CH:25]=1.C(=O)(O)[O-].[Na+].C(COC)OC. Given the product [Cl:22][C:4]1[CH:3]=[C:2]([C:27]2[CH:28]=[CH:29][C:24]([F:23])=[CH:25][CH:26]=2)[S:6][C:5]=1[CH2:7][CH:8]([NH:10][C:11]([C:13]1[C:14]([CH:19]([F:21])[F:20])=[N:15][N:16]([CH3:18])[CH:17]=1)=[O:12])[CH3:9], predict the reactants needed to synthesize it. (3) Given the product [O:17]1[C:21]2[CH:22]=[CH:23][C:24]([C:26]3([C:29]([NH:31][C:32]4[N:33]=[N:34][C:35]([CH2:6][C:5]5[CH:8]=[CH:9][CH:10]=[CH:11][C:4]=5[O:3][CH3:2])=[CH:36][CH:37]=4)=[O:30])[CH2:28][CH2:27]3)=[CH:25][C:20]=2[O:19][CH2:18]1, predict the reactants needed to synthesize it. The reactants are: [Cl-].[CH3:2][O:3][C:4]1[CH:11]=[CH:10][CH:9]=[CH:8][C:5]=1[CH2:6][Zn+].C1COCC1.[O:17]1[C:21]2[CH:22]=[CH:23][C:24]([C:26]3([C:29]([NH:31][C:32]4[N:33]=[N:34][C:35](Cl)=[CH:36][CH:37]=4)=[O:30])[CH2:28][CH2:27]3)=[CH:25][C:20]=2[O:19][CH2:18]1. (4) Given the product [ClH:1].[NH2:8][C:6]1[C:5]([CH3:9])=[CH:4][N:3]=[C:2]([NH:19][C@@H:20]2[CH2:21][CH2:22][C@H:23]([NH:26][C:27](=[O:42])[C:28]3[CH:33]=[C:32]([C:34]([F:36])([F:37])[F:35])[CH:31]=[C:30]([C:38]([F:39])([F:40])[F:41])[CH:29]=3)[CH2:24][CH2:25]2)[N:7]=1, predict the reactants needed to synthesize it. The reactants are: [Cl:1][C:2]1[N:7]=[C:6]([NH2:8])[C:5]([CH3:9])=[CH:4][N:3]=1.CCN(C(C)C)C(C)C.[NH2:19][C@@H:20]1[CH2:25][CH2:24][C@H:23]([NH:26][C:27](=[O:42])[C:28]2[CH:33]=[C:32]([C:34]([F:37])([F:36])[F:35])[CH:31]=[C:30]([C:38]([F:41])([F:40])[F:39])[CH:29]=2)[CH2:22][CH2:21]1.Cl.CCOCC. (5) Given the product [OH2:3].[CH3:1][S:2]([OH:5])(=[O:4])=[O:3].[C:6]([C@H:9]1[O:14][CH2:13][C@H:12]([NH:15][C:16]([C@@H:18]2[NH:32][C:31]3([CH2:33][CH2:34][C:35]([CH3:39])([CH3:38])[CH2:36][CH2:37]3)[C@:20]3([C:28]4[C:23](=[CH:24][C:25]([Cl:29])=[CH:26][CH:27]=4)[NH:22][C:21]3=[O:30])[C@H:19]2[C:40]2[CH:45]=[CH:44][N:43]=[C:42]([Cl:46])[C:41]=2[F:47])=[O:17])[CH2:11][CH2:10]1)(=[O:8])[NH2:7], predict the reactants needed to synthesize it. The reactants are: [CH3:1][S:2]([OH:5])(=[O:4])=[O:3].[C:6]([C@H:9]1[O:14][CH2:13][C@H:12]([NH:15][C:16]([C@@H:18]2[NH:32][C:31]3([CH2:37][CH2:36][C:35]([CH3:39])([CH3:38])[CH2:34][CH2:33]3)[C@:20]3([C:28]4[C:23](=[CH:24][C:25]([Cl:29])=[CH:26][CH:27]=4)[NH:22][C:21]3=[O:30])[C@H:19]2[C:40]2[CH:45]=[CH:44][N:43]=[C:42]([Cl:46])[C:41]=2[F:47])=[O:17])[CH2:11][CH2:10]1)(=[O:8])[NH2:7]. (6) Given the product [CH3:1][CH:2]1[O:7][CH:6]([CH3:8])[CH2:5][N:4]([C:9]2[C:10]([CH2:11][NH2:12])=[CH:13][CH:14]=[CH:15][N:16]=2)[CH2:3]1, predict the reactants needed to synthesize it. The reactants are: [CH3:1][CH:2]1[O:7][CH:6]([CH3:8])[CH2:5][N:4]([C:9]2[N:16]=[CH:15][CH:14]=[CH:13][C:10]=2[C:11]#[N:12])[CH2:3]1. (7) The reactants are: [C:1]1([C:7]([NH2:15])([C:9]2[CH:14]=[CH:13][CH:12]=[CH:11][CH:10]=2)C)[CH:6]=[CH:5][CH:4]=[CH:3][CH:2]=1.[C:16](=S)=[S:17].C1(C(C2C=CC=CC=2)CCN=C=S)C=CC=CC=1. Given the product [C:1]1([CH:7]([N:15]=[C:16]=[S:17])[C:9]2[CH:14]=[CH:13][CH:12]=[CH:11][CH:10]=2)[CH:6]=[CH:5][CH:4]=[CH:3][CH:2]=1, predict the reactants needed to synthesize it.